From a dataset of Full USPTO retrosynthesis dataset with 1.9M reactions from patents (1976-2016). Predict the reactants needed to synthesize the given product. (1) Given the product [NH2:61][C:52]1[N:51]=[C:50]([O:49][C@@H:45]([CH3:44])[CH2:46][CH2:47][CH3:48])[N:58]=[C:57]2[C:53]=1[N:54]=[C:55]([O:59][CH3:60])[N:56]2[CH2:63][CH2:64][CH2:65][CH:66]1[CH2:71][CH2:70][CH2:69][N:68]([C:72]([O:74][CH2:75][C:76]2[CH:77]=[CH:78][CH:79]=[CH:80][CH:81]=2)=[O:73])[CH2:67]1, predict the reactants needed to synthesize it. The reactants are: NC1N=C(OCCCC)N=C2C=1N=C(OC)N2CCCC1CCCCN1C(OCC1C=CC=CC=1)=O.FC(F)(F)C(O)=O.[CH3:44][C@H:45]([O:49][C:50]1[N:58]=[C:57]2[C:53]([N:54]=[C:55]([O:59][CH3:60])[NH:56]2)=[C:52]([NH2:61])[N:51]=1)[CH2:46][CH2:47][CH3:48].Br[CH2:63][CH2:64][CH2:65][CH:66]1[CH2:71][CH2:70][CH2:69][N:68]([C:72]([O:74][CH2:75][C:76]2[CH:81]=[CH:80][CH:79]=[CH:78][CH:77]=2)=[O:73])[CH2:67]1. (2) Given the product [N:1]([C:4]1[NH:5][C:6]([C:10]([NH:13][CH2:14][C:15]2[CH:20]=[CH:19][C:18]([Cl:21])=[C:17]([O:22][C:23]3[CH:24]=[C:25]([C:26]#[N:27])[CH:28]=[C:29]([Cl:31])[CH:30]=3)[C:16]=2[F:32])=[O:12])=[C:7]([Cl:9])[N:8]=1)=[N+:2]=[N-:3], predict the reactants needed to synthesize it. The reactants are: [N:1]([C:4]1[NH:5][C:6]([C:10]([OH:12])=O)=[C:7]([Cl:9])[N:8]=1)=[N+:2]=[N-:3].[NH2:13][CH2:14][C:15]1[C:16]([F:32])=[C:17]([O:22][C:23]2[CH:24]=[C:25]([CH:28]=[C:29]([Cl:31])[CH:30]=2)[C:26]#[N:27])[C:18]([Cl:21])=[CH:19][CH:20]=1.Cl.C(N=C=NCCCN(C)C)C.ON1C2C=CC=CC=2N=N1.C([O-])(O)=O.[Na+].